From a dataset of Full USPTO retrosynthesis dataset with 1.9M reactions from patents (1976-2016). Predict the reactants needed to synthesize the given product. (1) Given the product [CH:7]1([NH:11][S:1]([Cl:5])(=[O:3])=[O:2])[CH2:10][CH2:9][CH2:8]1, predict the reactants needed to synthesize it. The reactants are: [S:1]([Cl:5])(Cl)(=[O:3])=[O:2].Cl.[CH:7]1([NH2:11])[CH2:10][CH2:9][CH2:8]1. (2) Given the product [CH2:8]([CH:9]1[CH2:10][O:19]1)[CH2:7][C:1]1[CH:6]=[CH:5][CH:4]=[CH:3][CH:2]=1, predict the reactants needed to synthesize it. The reactants are: [C:1]1([CH2:7][CH2:8][CH:9]=[CH2:10])[CH:6]=[CH:5][CH:4]=[CH:3][CH:2]=1.C1C=C(Cl)C=C(C(OO)=[O:19])C=1.C([O-])([O-])=O.[K+].[K+].